Predict which catalyst facilitates the given reaction. From a dataset of Catalyst prediction with 721,799 reactions and 888 catalyst types from USPTO. Product: [Cl:1][C:2]1[CH:3]=[C:4]([C:8]2[C:13]([O:14][CH3:15])=[CH:12][CH:11]=[C:10]([CH2:16][C:17]3[CH:18]=[CH:19][C:20]([N:27]4[CH2:26][CH2:25][C@@H:28]4[C:29]([OH:31])=[O:30])=[N:21][CH:22]=3)[C:9]=2[F:24])[CH:5]=[CH:6][CH:7]=1. Reactant: [Cl:1][C:2]1[CH:3]=[C:4]([C:8]2[C:13]([O:14][CH3:15])=[CH:12][CH:11]=[C:10]([CH2:16][C:17]3[CH:18]=[CH:19][C:20](F)=[N:21][CH:22]=3)[C:9]=2[F:24])[CH:5]=[CH:6][CH:7]=1.[CH2:25]1[C@H:28]([C:29]([OH:31])=[O:30])[NH:27][CH2:26]1.N12CCCN=C1CCCCC2. The catalyst class is: 4.